Dataset: NCI-60 drug combinations with 297,098 pairs across 59 cell lines. Task: Regression. Given two drug SMILES strings and cell line genomic features, predict the synergy score measuring deviation from expected non-interaction effect. (1) Drug 1: CC1=C2C(C(=O)C3(C(CC4C(C3C(C(C2(C)C)(CC1OC(=O)C(C(C5=CC=CC=C5)NC(=O)OC(C)(C)C)O)O)OC(=O)C6=CC=CC=C6)(CO4)OC(=O)C)OC)C)OC. Drug 2: CC1=C2C(C(=O)C3(C(CC4C(C3C(C(C2(C)C)(CC1OC(=O)C(C(C5=CC=CC=C5)NC(=O)OC(C)(C)C)O)O)OC(=O)C6=CC=CC=C6)(CO4)OC(=O)C)O)C)O. Cell line: SK-MEL-28. Synergy scores: CSS=41.3, Synergy_ZIP=-5.82, Synergy_Bliss=-6.91, Synergy_Loewe=-2.82, Synergy_HSA=-0.177. (2) Drug 1: C1=CC(=CC=C1C#N)C(C2=CC=C(C=C2)C#N)N3C=NC=N3. Drug 2: C1CC(=O)NC(=O)C1N2C(=O)C3=CC=CC=C3C2=O. Cell line: SF-295. Synergy scores: CSS=-1.22, Synergy_ZIP=0.837, Synergy_Bliss=0.504, Synergy_Loewe=-4.97, Synergy_HSA=-3.23. (3) Drug 1: CC1=CC=C(C=C1)C2=CC(=NN2C3=CC=C(C=C3)S(=O)(=O)N)C(F)(F)F. Drug 2: C#CCC(CC1=CN=C2C(=N1)C(=NC(=N2)N)N)C3=CC=C(C=C3)C(=O)NC(CCC(=O)O)C(=O)O. Cell line: NCI-H322M. Synergy scores: CSS=53.9, Synergy_ZIP=2.82, Synergy_Bliss=-0.903, Synergy_Loewe=-30.5, Synergy_HSA=-1.65. (4) Drug 1: CN1C(=O)N2C=NC(=C2N=N1)C(=O)N. Drug 2: CC1=C(C(=CC=C1)Cl)NC(=O)C2=CN=C(S2)NC3=CC(=NC(=N3)C)N4CCN(CC4)CCO. Cell line: SK-MEL-5. Synergy scores: CSS=-6.66, Synergy_ZIP=1.63, Synergy_Bliss=-4.21, Synergy_Loewe=-9.97, Synergy_HSA=-8.50. (5) Drug 1: CC12CCC3C(C1CCC2=O)CC(=C)C4=CC(=O)C=CC34C. Drug 2: CC1=C2C(C(=O)C3(C(CC4C(C3C(C(C2(C)C)(CC1OC(=O)C(C(C5=CC=CC=C5)NC(=O)OC(C)(C)C)O)O)OC(=O)C6=CC=CC=C6)(CO4)OC(=O)C)O)C)O. Cell line: OVCAR-8. Synergy scores: CSS=63.9, Synergy_ZIP=-0.177, Synergy_Bliss=-1.44, Synergy_Loewe=-7.81, Synergy_HSA=-0.854. (6) Drug 1: CC1C(C(CC(O1)OC2CC(OC(C2O)C)OC3=CC4=CC5=C(C(=O)C(C(C5)C(C(=O)C(C(C)O)O)OC)OC6CC(C(C(O6)C)O)OC7CC(C(C(O7)C)O)OC8CC(C(C(O8)C)O)(C)O)C(=C4C(=C3C)O)O)O)O. Drug 2: CCC1(C2=C(COC1=O)C(=O)N3CC4=CC5=C(C=CC(=C5CN(C)C)O)N=C4C3=C2)O.Cl. Cell line: M14. Synergy scores: CSS=60.9, Synergy_ZIP=0.752, Synergy_Bliss=2.10, Synergy_Loewe=-10.5, Synergy_HSA=1.57. (7) Drug 1: C#CCC(CC1=CN=C2C(=N1)C(=NC(=N2)N)N)C3=CC=C(C=C3)C(=O)NC(CCC(=O)O)C(=O)O. Drug 2: CC1C(C(CC(O1)OC2CC(CC3=C2C(=C4C(=C3O)C(=O)C5=CC=CC=C5C4=O)O)(C(=O)C)O)N)O. Cell line: SF-268. Synergy scores: CSS=41.6, Synergy_ZIP=-5.53, Synergy_Bliss=-7.08, Synergy_Loewe=-4.01, Synergy_HSA=-2.53. (8) Drug 1: CC1OCC2C(O1)C(C(C(O2)OC3C4COC(=O)C4C(C5=CC6=C(C=C35)OCO6)C7=CC(=C(C(=C7)OC)O)OC)O)O. Drug 2: CC12CCC3C(C1CCC2OP(=O)(O)O)CCC4=C3C=CC(=C4)OC(=O)N(CCCl)CCCl.[Na+]. Cell line: CAKI-1. Synergy scores: CSS=46.7, Synergy_ZIP=0.126, Synergy_Bliss=-0.734, Synergy_Loewe=-24.3, Synergy_HSA=0.810. (9) Synergy scores: CSS=61.7, Synergy_ZIP=3.29, Synergy_Bliss=2.57, Synergy_Loewe=-13.5, Synergy_HSA=7.31. Drug 1: COC1=CC(=CC(=C1O)OC)C2C3C(COC3=O)C(C4=CC5=C(C=C24)OCO5)OC6C(C(C7C(O6)COC(O7)C8=CC=CS8)O)O. Cell line: U251. Drug 2: C1CC(C1)(C(=O)O)C(=O)O.[NH2-].[NH2-].[Pt+2].